Dataset: Full USPTO retrosynthesis dataset with 1.9M reactions from patents (1976-2016). Task: Predict the reactants needed to synthesize the given product. (1) Given the product [NH2:29][N:3]1[CH:7]=[CH:6][CH:5]=[C:4]1[C:8]([O:10][CH3:11])=[O:9], predict the reactants needed to synthesize it. The reactants are: [H-].[Na+].[NH:3]1[CH:7]=[CH:6][CH:5]=[C:4]1[C:8]([O:10][CH3:11])=[O:9].C1C=CC(OP(O[NH2:29])(OC2C=CC=CC=2)=O)=CC=1.S([O-])([O-])(=O)=S.[Na+].[Na+]. (2) Given the product [CH3:1][C:2]1[CH:6]=[C:5]([CH3:7])[N:4]([CH2:8][C:9]([NH:11][C:12]2[CH:17]=[C:16]([C:18]([C:20]3[C:28]4[CH:27]=[N:26][CH:25]=[N:24][C:23]=4[N:22]([CH2:29][C:30]([OH:31])([CH3:33])[CH3:32])[CH:21]=3)=[O:19])[CH:15]=[CH:14][N:13]=2)=[O:10])[N:3]=1, predict the reactants needed to synthesize it. The reactants are: [CH3:1][C:2]1[CH:6]=[C:5]([CH3:7])[N:4]([CH2:8][C:9]([NH:11][C:12]2[CH:17]=[C:16]([C:18]([C:20]3[C:28]4[CH:27]=[N:26][CH:25]=[N:24][C:23]=4[NH:22][CH:21]=3)=[O:19])[CH:15]=[CH:14][N:13]=2)=[O:10])[N:3]=1.[CH3:29][C:30]1([CH3:33])[CH2:32][O:31]1. (3) Given the product [CH3:18][O:17][C:16]1[CH:15]=[CH:14][CH:13]=[C:12]([O:19][CH3:20])[C:11]=1[CH:2]1[N:1]([CH2:31][C:23]2[N:22]([CH3:21])[C:30]3[C:25]([CH:24]=2)=[CH:26][CH:27]=[CH:28][CH:29]=3)[C:5](=[O:7])[CH:4]([CH3:10])[CH2:3]1, predict the reactants needed to synthesize it. The reactants are: [NH2:1][CH:2]([C:11]1[C:16]([O:17][CH3:18])=[CH:15][CH:14]=[CH:13][C:12]=1[O:19][CH3:20])[CH2:3][CH:4]([CH3:10])[C:5]([O:7]CC)=O.[CH3:21][N:22]1[C:30]2[C:25](=[CH:26][CH:27]=[CH:28][CH:29]=2)[CH:24]=[C:23]1[CH:31]=O. (4) Given the product [C:23]([C:20]1[CH:21]=[CH:22][C:17]([CH2:16][C:5]([CH2:4][CH2:3][C:2]([F:1])=[C:10]([F:11])[F:12])([C:6]#[N:7])[C:8]#[N:9])=[CH:18][CH:19]=1)#[N:24], predict the reactants needed to synthesize it. The reactants are: [F:1][C:2](=[C:10]([F:12])[F:11])[CH2:3][CH2:4][CH:5]([C:8]#[N:9])[C:6]#[N:7].[H-].[Na+].Br[CH2:16][C:17]1[CH:22]=[CH:21][C:20]([C:23]#[N:24])=[CH:19][CH:18]=1. (5) Given the product [CH:18]([C:14]1[CH:13]=[C:12]([NH:11][C:4]2[N:3]=[C:2]([NH:32][CH:29]3[CH2:30][CH2:31][N:26]([S:23]([CH3:22])(=[O:25])=[O:24])[CH2:27][CH2:28]3)[N:7]=[C:6]([CH2:8][CH2:9][CH3:10])[N:5]=2)[CH:17]=[CH:16][CH:15]=1)([CH3:20])[CH3:19], predict the reactants needed to synthesize it. The reactants are: Cl[C:2]1[N:7]=[C:6]([CH2:8][CH2:9][CH3:10])[N:5]=[C:4]([NH:11][C:12]2[CH:17]=[CH:16][CH:15]=[C:14]([CH:18]([CH3:20])[CH3:19])[CH:13]=2)[N:3]=1.Cl.[CH3:22][S:23]([N:26]1[CH2:31][CH2:30][CH:29]([NH2:32])[CH2:28][CH2:27]1)(=[O:25])=[O:24].C([O-])([O-])=O.[K+].[K+].